This data is from Catalyst prediction with 721,799 reactions and 888 catalyst types from USPTO. The task is: Predict which catalyst facilitates the given reaction. (1) Reactant: [CH:1]1([CH2:5][C:6]2[N:7]=[C:8]([C:11]([NH:13][NH2:14])=[O:12])[S:9][CH:10]=2)[CH2:4][CH2:3][CH2:2]1.C1(CC2N=C(C(NNC(=O)CC(C)(C)C(OC)=O)=O)SC=2)CCC1.[CH3:39][O:40][C:41]([C@H:43]1[CH2:46][C@H:45]([C:47](O)=[O:48])[CH2:44]1)=[O:42].CN(C(ON1N=NC2C=CC=NC1=2)=[N+](C)C)C.F[P-](F)(F)(F)(F)F. Product: [CH:1]1([CH2:5][C:6]2[N:7]=[C:8]([C:11]([NH:13][NH:14][C:47]([C@H:45]3[CH2:46][C@H:43]([C:41]([O:40][CH3:39])=[O:42])[CH2:44]3)=[O:48])=[O:12])[S:9][CH:10]=2)[CH2:2][CH2:3][CH2:4]1. The catalyst class is: 47. (2) The catalyst class is: 54. Reactant: C[O:2][C:3](=O)[CH2:4][C:5]1[C:6]([CH3:21])=[N:7][C:8]([C:11]2[CH:16]=[CH:15][C:14]([C:17]([F:20])([F:19])[F:18])=[CH:13][CH:12]=2)=[CH:9][CH:10]=1.[H-].[Al+3].[Li+].[H-].[H-].[H-].O. Product: [CH3:21][C:6]1[C:5]([CH2:4][CH2:3][OH:2])=[CH:10][CH:9]=[C:8]([C:11]2[CH:16]=[CH:15][C:14]([C:17]([F:19])([F:18])[F:20])=[CH:13][CH:12]=2)[N:7]=1. (3) Reactant: CN(C)[C:3](=[O:5])[CH3:4].FC(F)(F)S(OS(C(F)(F)F)(=O)=O)(=O)=O.[Br:22][C:23]1[CH:28]=[CH:27][CH:26]=[C:25]([CH:29]=[CH2:30])[CH:24]=1.N1C(C)=CC(C)=CC=1C. Product: [Br:22][C:23]1[CH:24]=[C:25]([CH:29]2[CH2:30][C:3](=[O:5])[CH2:4]2)[CH:26]=[CH:27][CH:28]=1. The catalyst class is: 26. (4) The catalyst class is: 11. Product: [Cl:1][C:2]1[CH:3]=[CH:4][C:5]([O:18][CH2:19][CH:20]([CH3:21])[CH3:22])=[C:6]([CH2:8][N:9]2[C:13]([CH3:14])=[CH:12][C:11]([NH:37][C:58]([O:54][CH2:53][CH:50]3[CH2:49][CH2:48][N:47]([C:45]([O:44][C:41]([CH3:40])([CH3:42])[CH3:43])=[O:46])[CH2:52][CH2:51]3)=[O:59])=[N:10]2)[CH:7]=1. Reactant: [Cl:1][C:2]1[CH:3]=[CH:4][C:5]([O:18][CH2:19][CH:20]([CH3:22])[CH3:21])=[C:6]([CH2:8][N:9]2[C:13]([CH3:14])=[CH:12][C:11](C(O)=O)=[N:10]2)[CH:7]=1.C1(P([N:37]=[N+]=[N-])(C2C=CC=CC=2)=O)C=CC=CC=1.[CH3:40][C:41]([O:44][CH:45]([N:47]1[CH2:52][CH2:51][CH:50]([CH2:53][OH:54])[CH2:49][CH2:48]1)[OH:46])([CH3:43])[CH3:42].CCO[C:58](C)=[O:59]. (5) Reactant: [H-].[Na+].[Br:3][C:4]1[C:12]2[C:11]([Cl:13])=[N:10][CH:9]=[N:8][C:7]=2[NH:6][CH:5]=1.Cl[CH2:15][O:16][CH2:17][CH2:18][Si:19]([CH3:22])([CH3:21])[CH3:20].O. Product: [Br:3][C:4]1[C:12]2[C:11]([Cl:13])=[N:10][CH:9]=[N:8][C:7]=2[N:6]([CH2:15][O:16][CH2:17][CH2:18][Si:19]([CH3:22])([CH3:21])[CH3:20])[CH:5]=1. The catalyst class is: 9. (6) Reactant: [NH2:1][N:2]1[C:7](=[O:8])[C:6]2[C:9]([CH3:13])=[C:10]([CH3:12])[S:11][C:5]=2[N:4]=[C:3]1[S-:14].[K+].NC1SC(C)=C(C)C=1C(OCC)=O.Cl[CH2:30][CH2:31][CH2:32][N:33]1[CH2:38][CH2:37][N:36]([C:39]2[CH:48]=[CH:47][C:46]3[C:41](=[CH:42][CH:43]=[CH:44][CH:45]=3)[N:40]=2)[CH2:35][CH2:34]1.C(O)C. Product: [NH2:1][N:2]1[C:7](=[O:8])[C:6]2[C:9]([CH3:13])=[C:10]([CH3:12])[S:11][C:5]=2[N:4]=[C:3]1[S:14][CH2:30][CH2:31][CH2:32][N:33]1[CH2:38][CH2:37][N:36]([C:39]2[CH:48]=[CH:47][C:46]3[C:41](=[CH:42][CH:43]=[CH:44][CH:45]=3)[N:40]=2)[CH2:35][CH2:34]1. The catalyst class is: 22.